Task: Predict the reaction yield, written as a fraction of the theoretical maximum amount of product (1.0 means a 100% yield; for example, 0.34 means a 34% yield).. Dataset: Reaction yield outcomes from USPTO patents with 853,638 reactions (1) The reactants are [F:1][C:2]([F:13])([F:12])[C:3]1[CH:4]=[C:5]([CH:9]=[CH:10][CH:11]=1)[C:6]([OH:8])=[O:7].[N+:14]([O-])([OH:16])=[O:15]. The catalyst is S(=O)(=O)(O)O. The product is [N+:14]([C:10]1[CH:9]=[C:5]([CH:4]=[C:3]([C:2]([F:12])([F:13])[F:1])[CH:11]=1)[C:6]([OH:8])=[O:7])([O-:16])=[O:15]. The yield is 0.920. (2) The reactants are C([O:8][C:9]1[CH:10]=[CH:11][C:12]([C@@H:20]([O:38][Si:39]([C:42]([CH3:45])([CH3:44])[CH3:43])([CH3:41])[CH3:40])[CH2:21][N:22]([CH2:30][C:31]2[CH:32]=[N:33][C:34](Br)=[CH:35][CH:36]=2)[C:23](=[O:29])[O:24][C:25]([CH3:28])([CH3:27])[CH3:26])=[C:13]2[C:18]=1[NH:17][C:16](=[O:19])[CH:15]=[CH:14]2)C1C=CC=CC=1.[CH:46]([O:48]C1C=CC=CC=1)=[O:47].C1(P(C2C=CC=CC=2)C2C3OC4C(=CC=CC=4P(C4C=CC=CC=4)C4C=CC=CC=4)C(C)(C)C=3C=CC=2)C=CC=CC=1.C(N(CC)CC)C.[OH-].[Na+].CC1CC=CCC=1. The catalyst is C1(C)C=CC=CC=1.CO.C([O-])(=O)C.[Pd+2].C([O-])(=O)C. The product is [C:25]([O:24][C:23]([N:22]([CH2:30][C:31]1[CH:36]=[CH:35][C:34]([C:46]([OH:48])=[O:47])=[N:33][CH:32]=1)[CH2:21][C@H:20]([O:38][Si:39]([C:42]([CH3:43])([CH3:44])[CH3:45])([CH3:40])[CH3:41])[C:12]1[CH:11]=[CH:10][C:9]([OH:8])=[C:18]2[C:13]=1[CH:14]=[CH:15][C:16](=[O:19])[NH:17]2)=[O:29])([CH3:27])([CH3:26])[CH3:28]. The yield is 0.260. (3) The reactants are [OH:1][C@H:2]1[CH2:6][N:5]([C:7]([O:9][C:10]([CH3:13])([CH3:12])[CH3:11])=[O:8])[C@H:4]([CH2:14][OH:15])[CH2:3]1.[CH3:16][C:17]1[CH:22]=[CH:21][C:20]([S:23](Cl)(=[O:25])=[O:24])=[CH:19][CH:18]=1. The catalyst is N1C=CC=CC=1. The product is [S:23]([O:1][C@H:2]1[CH2:6][N:5]([C:7]([O:9][C:10]([CH3:11])([CH3:12])[CH3:13])=[O:8])[C@H:4]([CH2:14][O:15][S:23]([C:20]2[CH:21]=[CH:22][C:17]([CH3:16])=[CH:18][CH:19]=2)(=[O:25])=[O:24])[CH2:3]1)([C:20]1[CH:21]=[CH:22][C:17]([CH3:16])=[CH:18][CH:19]=1)(=[O:25])=[O:24]. The yield is 0.490.